Predict the reactants needed to synthesize the given product. From a dataset of Full USPTO retrosynthesis dataset with 1.9M reactions from patents (1976-2016). Given the product [NH2:1][C:2]1[N:7]=[C:6]([NH2:8])[N:5]=[C:4]2[N:9]([CH:13]3[O:18][CH:17]([CH2:19][OH:20])[CH:15]([OH:16])[CH2:14]3)[N:10]=[C:11]([C:29]#[C:28][O:31][CH3:32])[C:3]=12, predict the reactants needed to synthesize it. The reactants are: [NH2:1][C:2]1[N:7]=[C:6]([NH2:8])[N:5]=[C:4]2[N:9]([C@@H:13]3[O:18][C@H:17]([CH2:19][OH:20])[C@@H:15]([OH:16])[CH2:14]3)[N:10]=[C:11](I)[C:3]=12.C(N(CC)CC)C.[CH2:28]([O:31][CH3:32])[C:29]#C.CO.